The task is: Predict the reactants needed to synthesize the given product.. This data is from Full USPTO retrosynthesis dataset with 1.9M reactions from patents (1976-2016). (1) Given the product [NH2:18][CH2:19][C:20]1[CH:28]=[CH:27][C:23]([C:24]([NH:1][C:2]2[S:6][C:5]([S:7](=[O:9])(=[O:8])[NH2:10])=[N:4][N:3]=2)=[O:25])=[CH:22][CH:21]=1, predict the reactants needed to synthesize it. The reactants are: [NH2:1][C:2]1[S:6][C:5]([S:7]([NH2:10])(=[O:9])=[O:8])=[N:4][N:3]=1.C([NH:18][CH2:19][C:20]1[CH:28]=[CH:27][C:23]([C:24](O)=[O:25])=[CH:22][CH:21]=1)(OC(C)(C)C)=O.CN(CCCN=C=NCC)C.OC1C2N=NNC=2C=CC=1.[OH-].[Na+]. (2) Given the product [ClH:56].[ClH:56].[NH2:20][CH2:21][CH2:22][CH2:23][O:24][C:25]1[CH:26]=[C:27]([C@@:31]([OH:41])([C:35]2[CH:40]=[CH:39][CH:38]=[CH:37][CH:36]=2)[C:32]([O:55][CH:52]2[CH2:53][CH2:54][N:49]([CH2:42][C:43]3[CH:44]=[CH:45][CH:46]=[CH:47][CH:48]=3)[CH2:50][CH2:51]2)=[O:33])[CH:28]=[CH:29][CH:30]=1, predict the reactants needed to synthesize it. The reactants are: C(N1C=CN=C1)(N1C=CN=C1)=O.C(OC([NH:20][CH2:21][CH2:22][CH2:23][O:24][C:25]1[CH:26]=[C:27]([C@@:31]([OH:41])([C:35]2[CH:40]=[CH:39][CH:38]=[CH:37][CH:36]=2)[C:32](O)=[O:33])[CH:28]=[CH:29][CH:30]=1)=O)(C)(C)C.[CH2:42]([N:49]1[CH2:54][CH2:53][CH:52]([OH:55])[CH2:51][CH2:50]1)[C:43]1[CH:48]=[CH:47][CH:46]=[CH:45][CH:44]=1.[ClH:56]. (3) Given the product [Cl:51][C:52]1[CH:53]=[C:54]([C:58]2[N:66]3[C:61]([CH:62]=[N:63][C:64]([NH:16][C:19]4[CH:20]=[C:21]([N:25]5[CH2:30][CH2:29][N:28]([CH2:43][C@@H:44]([OH:49])[CH3:45])[CH2:27][CH2:26]5)[CH:22]=[CH:23][CH:24]=4)=[N:65]3)=[CH:60][CH:59]=2)[CH:55]=[CH:56][CH:57]=1, predict the reactants needed to synthesize it. The reactants are: [N+](C1C=CC(N2CCNCC2)=CC=1)([O-])=O.[N+:16]([C:19]1[CH:20]=[C:21]([N:25]2[CH2:30][CH2:29][NH:28][CH2:27][CH2:26]2)[CH:22]=[CH:23][CH:24]=1)([O-])=O.CS(C1N=CC2=CC=C([C:43]3C=CC=[CH:45][C:44]=3[O:49]C)N2N=1)=O.[Cl:51][C:52]1[CH:53]=[C:54]([C:58]2[N:66]3[C:61]([CH:62]=[N:63][C:64](S(C)=O)=[N:65]3)=[CH:60][CH:59]=2)[CH:55]=[CH:56][CH:57]=1. (4) Given the product [CH3:9][N:10]([C:11]1[CH:12]=[C:13]([CH3:17])[CH:14]=[CH:15][CH:16]=1)[C:2]1[CH:7]=[CH:6][C:5]([OH:8])=[CH:4][CH:3]=1, predict the reactants needed to synthesize it. The reactants are: Br[C:2]1[CH:7]=[CH:6][C:5]([OH:8])=[CH:4][CH:3]=1.[CH3:9][NH:10][C:11]1[CH:12]=[C:13]([CH3:17])[CH:14]=[CH:15][CH:16]=1. (5) Given the product [CH:1]1([NH:4][C:5](=[O:32])[C:6]2[CH:11]=[CH:10][C:9]([C:12]3[N:16]4[N:17]=[C:18]([O:23][C:24]5[CH:29]=[CH:28][CH:27]=[C:26]([F:30])[CH:25]=5)[CH:19]=[C:20]([S:35]([CH3:39])(=[O:37])=[O:34])[C:15]4=[N:14][CH:13]=3)=[CH:8][C:7]=2[CH3:31])[CH2:2][CH2:3]1, predict the reactants needed to synthesize it. The reactants are: [CH:1]1([NH:4][C:5](=[O:32])[C:6]2[CH:11]=[CH:10][C:9]([C:12]3[N:16]4[N:17]=[C:18]([O:23][C:24]5[CH:29]=[CH:28][CH:27]=[C:26]([F:30])[CH:25]=5)[CH:19]=[C:20](SC)[C:15]4=[N:14][CH:13]=3)=[CH:8][C:7]=2[CH3:31])[CH2:3][CH2:2]1.O[O:34][S:35]([O-:37])=O.[K+].[CH3:39]N(C=O)C.